Dataset: Reaction yield outcomes from USPTO patents with 853,638 reactions. Task: Predict the reaction yield, written as a fraction of the theoretical maximum amount of product (1.0 means a 100% yield; for example, 0.34 means a 34% yield). (1) The reactants are [C:1]([O:5][C:6]([N:8]1[CH2:13][CH:12]([N:14]2[C:23]3[CH:22]=[CH:21][CH:20]=[C:19]([Cl:24])[C:18]=3[C:17]3=[N:25][O:26][C:27]([CH3:28])=[C:16]3[C:15]2=[O:29])[CH2:11][CH:10]([CH2:30][N:31]=[N+]=[N-])[CH2:9]1)=[O:7])([CH3:4])([CH3:3])[CH3:2]. The catalyst is C1COCC1.CCO.[Pd]. The product is [C:1]([O:5][C:6]([N:8]1[CH2:13][CH:12]([N:14]2[C:23]3[CH:22]=[CH:21][CH:20]=[C:19]([Cl:24])[C:18]=3[C:17]3=[N:25][O:26][C:27]([CH3:28])=[C:16]3[C:15]2=[O:29])[CH2:11][CH:10]([CH2:30][NH2:31])[CH2:9]1)=[O:7])([CH3:4])([CH3:3])[CH3:2]. The yield is 0.660. (2) The reactants are [CH3:1][CH:2]([O:4][C:5]1[CH:6]=[CH:7][C:8]([N+:25]([O-])=O)=[C:9]([NH:11][CH:12]2[CH2:17][CH2:16][N:15]([C:18]([O:20][C:21]([CH3:24])([CH3:23])[CH3:22])=[O:19])[CH2:14][CH2:13]2)[CH:10]=1)[CH3:3].O.NN. The catalyst is C(O)C.[Ni]. The product is [NH2:25][C:8]1[CH:7]=[CH:6][C:5]([O:4][CH:2]([CH3:1])[CH3:3])=[CH:10][C:9]=1[NH:11][CH:12]1[CH2:17][CH2:16][N:15]([C:18]([O:20][C:21]([CH3:23])([CH3:22])[CH3:24])=[O:19])[CH2:14][CH2:13]1. The yield is 0.990.